The task is: Regression. Given a peptide amino acid sequence and an MHC pseudo amino acid sequence, predict their binding affinity value. This is MHC class II binding data.. This data is from Peptide-MHC class II binding affinity with 134,281 pairs from IEDB. (1) The peptide sequence is PDNVKPIYIVTPTNA. The MHC is DRB1_0701 with pseudo-sequence DRB1_0701. The binding affinity (normalized) is 0.586. (2) The peptide sequence is ILLSNAPLGPQFP. The MHC is DRB1_0401 with pseudo-sequence DRB1_0401. The binding affinity (normalized) is 0. (3) The peptide sequence is KHLAVLVKYEGDTMA. The MHC is DRB3_0101 with pseudo-sequence DRB3_0101. The binding affinity (normalized) is 0.303. (4) The peptide sequence is GYVSLQEFVDLNNKG. The MHC is DRB3_0101 with pseudo-sequence DRB3_0101. The binding affinity (normalized) is 0.143. (5) The peptide sequence is QWKTANEAVQDPKFW. The MHC is DRB3_0202 with pseudo-sequence DRB3_0202. The binding affinity (normalized) is 0.505.